From a dataset of Forward reaction prediction with 1.9M reactions from USPTO patents (1976-2016). Predict the product of the given reaction. (1) Given the reactants [C:1]([C:3]1[C:4]([N:16]2[CH2:21][CH2:20][CH:19]([C:22]([OH:24])=O)[CH2:18][CH2:17]2)=[N:5][C:6]([CH2:14][F:15])=[C:7]([C:9]([O:11][CH2:12][CH3:13])=[O:10])[CH:8]=1)#[N:2].[Cl:25][C:26]1[CH:31]=[CH:30][CH:29]=[CH:28][C:27]=1[CH2:32][S:33]([NH2:36])(=[O:35])=[O:34], predict the reaction product. The product is: [Cl:25][C:26]1[CH:31]=[CH:30][CH:29]=[CH:28][C:27]=1[CH2:32][S:33]([NH:36][C:22]([CH:19]1[CH2:18][CH2:17][N:16]([C:4]2[C:3]([C:1]#[N:2])=[CH:8][C:7]([C:9]([O:11][CH2:12][CH3:13])=[O:10])=[C:6]([CH2:14][F:15])[N:5]=2)[CH2:21][CH2:20]1)=[O:24])(=[O:34])=[O:35]. (2) Given the reactants [Cl:1][C:2]1[CH:3]=[C:4]([NH:19][C:20]2[C:30]3[CH:29]=[C:28]([C:31](O)=[O:32])[CH2:27][CH2:26][NH:25][C:24]=3[N:23]=[CH:22][N:21]=2)[CH:5]=[CH:6][C:7]=1[O:8][C:9]1[CH:14]=[CH:13][CH:12]=[C:11]([C:15]([F:18])([F:17])[F:16])[CH:10]=1.Cl.[NH2:35][CH2:36][CH2:37][S:38]([CH2:41][CH2:42][OH:43])(=[O:40])=[O:39].Cl.C(N=C=NCCCN(C)C)C.O.ON1C2C=CC=CC=2N=N1, predict the reaction product. The product is: [Cl:1][C:2]1[CH:3]=[C:4]([NH:19][C:20]2[C:30]3[CH:29]=[C:28]([C:31]([NH:35][CH2:36][CH2:37][S:38]([CH2:41][CH2:42][OH:43])(=[O:40])=[O:39])=[O:32])[CH2:27][CH2:26][NH:25][C:24]=3[N:23]=[CH:22][N:21]=2)[CH:5]=[CH:6][C:7]=1[O:8][C:9]1[CH:14]=[CH:13][CH:12]=[C:11]([C:15]([F:18])([F:17])[F:16])[CH:10]=1. (3) Given the reactants Cl[C:2]1[CH:10]=[CH:9][C:8]([N+:11]([O-:13])=[O:12])=[CH:7][C:3]=1[C:4]([OH:6])=[O:5].[C:14]1([NH2:21])[CH:19]=[CH:18][C:17]([NH2:20])=[CH:16][CH:15]=1.C(=O)([O-])[O-].[K+].[K+], predict the reaction product. The product is: [NH2:20][C:17]1[CH:18]=[CH:19][C:14]([NH:21][C:2]2[CH:10]=[CH:9][C:8]([N+:11]([O-:13])=[O:12])=[CH:7][C:3]=2[C:4]([OH:6])=[O:5])=[CH:15][CH:16]=1.